The task is: Predict the reaction yield, written as a fraction of the theoretical maximum amount of product (1.0 means a 100% yield; for example, 0.34 means a 34% yield).. This data is from Reaction yield outcomes from USPTO patents with 853,638 reactions. (1) The product is [CH3:1][N:2]1[CH2:7][CH2:6][C:5](=[C:12]([CH3:11])[C:13]([O:15][CH2:26][CH3:27])=[O:14])[CH2:4][CH2:3]1. The reactants are [CH3:1][N:2]1[CH2:7][CH2:6][C:5](=O)[CH2:4][CH2:3]1.C([C:11](CC)(CC)[CH:12](P(O)(O)=O)[C:13]([O-:15])=[O:14])C.[H-].[Na+].[CH3:26][CH2:27]OCC. The yield is 0.620. No catalyst specified. (2) The reactants are Cl[CH2:2][CH2:3][NH:4][C:5]([NH:7][CH:8]([CH3:10])[CH3:9])=[O:6].[H-].[Na+]. The catalyst is C1COCC1. The product is [CH:8]([N:7]1[CH2:2][CH2:3][NH:4][C:5]1=[O:6])([CH3:10])[CH3:9]. The yield is 0.690. (3) The reactants are [CH3:1][N:2]1[CH:6]=[CH:5][N:4]=[C:3]1[S:7][CH2:8][C:9]1([CH2:13][OH:14])[CH2:12][CH2:11][CH2:10]1.[C:15](Cl)(Cl)=[O:16].[NH2:19][C@@H:20]([CH2:34][CH2:35][CH2:36][CH3:37])[CH:21]([OH:33])[C:22]([NH:24][C@@H:25]([C:27]1[CH:32]=[CH:31][CH:30]=[CH:29][CH:28]=1)[CH3:26])=[O:23].C(N(CC)C(C)C)(C)C.[Cl-].[Na+]. The catalyst is ClCCl.C1(C)C=CC=CC=1.O1CCCC1.C(OCC)(=O)C. The product is [OH:33][CH:21]([C@@H:20]([NH:19][C:15](=[O:16])[O:14][CH2:13][C:9]1([CH2:8][S:7][C:3]2[N:2]([CH3:1])[CH:6]=[CH:5][N:4]=2)[CH2:10][CH2:11][CH2:12]1)[CH2:34][CH2:35][CH2:36][CH3:37])[C:22](=[O:23])[NH:24][C@@H:25]([C:27]1[CH:32]=[CH:31][CH:30]=[CH:29][CH:28]=1)[CH3:26]. The yield is 0.700. (4) The reactants are [Br:1][C:2]1[CH:3]=[C:4]2[C:8](=[CH:9][CH:10]=1)[NH:7][C:6](=[O:11])[CH2:5]2.[CH2:12]([N:14]([CH2:29][CH3:30])[CH2:15][CH2:16][CH2:17][NH:18][C:19]([C:21]1[NH:22][C:23]([CH:27]=O)=[CH:24][C:25]=1[CH3:26])=[O:20])[CH3:13]. No catalyst specified. The product is [CH2:29]([N:14]([CH2:12][CH3:13])[CH2:15][CH2:16][CH2:17][NH:18][C:19]([C:21]1[NH:22][C:23]([CH:27]=[C:5]2[C:4]3[C:8](=[CH:9][CH:10]=[C:2]([Br:1])[CH:3]=3)[NH:7][C:6]2=[O:11])=[CH:24][C:25]=1[CH3:26])=[O:20])[CH3:30]. The yield is 0.150. (5) The reactants are C([O-])([O-])=O.[Na+].[Na+].CC1(C)C(C)(C)OB([C:15]2[CH:20]=[CH:19][C:18]([NH2:21])=[CH:17][CH:16]=2)O1.[C:23]([O:27][C:28]([N:30]1[CH2:33][CH:32]([CH2:34][NH:35][C:36]2[N:41]=[C:40](Cl)[N:39]=[C:38]([N:43]3[CH2:48][CH2:47][O:46][CH2:45][CH2:44]3)[N:37]=2)[CH2:31]1)=[O:29])([CH3:26])([CH3:25])[CH3:24]. The catalyst is C1C=CC([P]([Pd]([P](C2C=CC=CC=2)(C2C=CC=CC=2)C2C=CC=CC=2)([P](C2C=CC=CC=2)(C2C=CC=CC=2)C2C=CC=CC=2)[P](C2C=CC=CC=2)(C2C=CC=CC=2)C2C=CC=CC=2)(C2C=CC=CC=2)C2C=CC=CC=2)=CC=1.C(COC)OC. The product is [C:23]([O:27][C:28]([N:30]1[CH2:33][CH:32]([CH2:34][NH:35][C:36]2[N:41]=[C:40]([C:15]3[CH:16]=[CH:17][C:18]([NH2:21])=[CH:19][CH:20]=3)[N:39]=[C:38]([N:43]3[CH2:48][CH2:47][O:46][CH2:45][CH2:44]3)[N:37]=2)[CH2:31]1)=[O:29])([CH3:26])([CH3:24])[CH3:25]. The yield is 0.530. (6) The reactants are C(=O)([O:4][C:5]1[CH:10]=[C:9]([N+:11]([O-:13])=[O:12])[C:8]([Br:14])=[CH:7][C:6]=1[C:15]([CH3:18])([CH3:17])[CH3:16])OC.[OH-].[K+].Cl. The catalyst is CO. The product is [C:15]([C:6]1[CH:7]=[C:8]([Br:14])[C:9]([N+:11]([O-:13])=[O:12])=[CH:10][C:5]=1[OH:4])([CH3:18])([CH3:16])[CH3:17]. The yield is 0.990.